Dataset: Reaction yield outcomes from USPTO patents with 853,638 reactions. Task: Predict the reaction yield, written as a fraction of the theoretical maximum amount of product (1.0 means a 100% yield; for example, 0.34 means a 34% yield). (1) The reactants are [F:1][CH:2]([F:30])[CH2:3][N:4]1[CH2:9][C:8]2([CH2:14][CH2:13][N:12]([C:15]([O:17][C:18]([CH3:21])([CH3:20])[CH3:19])=[O:16])[CH2:11][CH2:10]2)[O:7][CH:6]([C:22](=[O:29])[NH:23][CH2:24][CH:25]([OH:28])CO)[CH2:5]1.O. The catalyst is C1COCC1. The product is [F:30][CH:2]([F:1])[CH2:3][N:4]1[CH2:9][C:8]2([CH2:14][CH2:13][N:12]([C:15]([O:17][C:18]([CH3:21])([CH3:19])[CH3:20])=[O:16])[CH2:11][CH2:10]2)[O:7][CH:6]([C:22](=[O:29])[NH:23][CH2:24][CH:25]=[O:28])[CH2:5]1. The yield is 0.960. (2) The catalyst is C(O)=O. The product is [Br:3][C:4]1[CH:37]=[CH:36][C:7]([NH:8][C:9]2[C:18]3[C:13](=[CH:14][C:15]([O:21][CH2:22][CH:23]4[CH2:24][CH2:25][N:26]([CH3:29])[CH2:27][CH2:28]4)=[C:16]([O:19][CH3:20])[CH:17]=3)[N:12]=[CH:11][N:10]=2)=[C:6]([F:38])[CH:5]=1. The reactants are C=O.[Br:3][C:4]1[CH:37]=[CH:36][C:7]([NH:8][C:9]2[C:18]3[C:13](=[CH:14][C:15]([O:21][CH2:22][CH:23]4[CH2:28][CH2:27][N:26]([C:29](OC(C)(C)C)=O)[CH2:25][CH2:24]4)=[C:16]([O:19][CH3:20])[CH:17]=3)[N:12]=[CH:11][N:10]=2)=[C:6]([F:38])[CH:5]=1. The yield is 0.880. (3) The reactants are [Cl:1][C:2]1[N:7]=[C:6](Cl)[CH:5]=[CH:4][N:3]=1.C(N(C(C)C)CC)(C)C.C(O)CCC.[O:23]1[CH2:28][CH2:27][N:26]([CH2:29][CH2:30][CH2:31][NH2:32])[CH2:25][CH2:24]1. The catalyst is O. The product is [Cl:1][C:2]1[N:7]=[C:6]([NH:32][CH2:31][CH2:30][CH2:29][N:26]2[CH2:27][CH2:28][O:23][CH2:24][CH2:25]2)[CH:5]=[CH:4][N:3]=1. The yield is 0.510. (4) The reactants are [NH2:1][C:2]1[N:3]=[C:4]2[CH:9]=[CH:8][C:7]([O:10][C:11]3[CH:12]=[C:13]([NH:17][C:18]([C:20]4[C:25]([CH3:26])=[CH:24][CH:23]=[CH:22][N:21]=4)=[O:19])[CH:14]=[CH:15][CH:16]=3)=[CH:6][N:5]2[CH:27]=1.C([N:31]([CH2:35]C)[CH:32]([CH3:34])[CH3:33])(C)C.C(Cl)(=O)[O:38]CC(Cl)(Cl)Cl.C1(N)CC1. The catalyst is O1CCCC1.CN(C)C(=O)C. The product is [CH:32]1([NH:31][C:35]([NH:1][C:2]2[N:3]=[C:4]3[CH:9]=[CH:8][C:7]([O:10][C:11]4[CH:12]=[C:13]([NH:17][C:18]([C:20]5[C:25]([CH3:26])=[CH:24][CH:23]=[CH:22][N:21]=5)=[O:19])[CH:14]=[CH:15][CH:16]=4)=[CH:6][N:5]3[CH:27]=2)=[O:38])[CH2:33][CH2:34]1. The yield is 0.130. (5) The reactants are [NH2:1][C:2]1[CH:29]=[CH:28][C:5]([O:6][C:7]2[CH:12]=[CH:11][N:10]=[C:9]3[CH:13]=[C:14]([C:16]4[CH:17]=[CH:18][C:19](=[O:27])[N:20]([CH2:22][CH2:23][N:24]([CH3:26])[CH3:25])[CH:21]=4)[S:15][C:8]=23)=[C:4]([F:30])[CH:3]=1.[CH3:31][O:32][C:33]1[CH:38]=[CH:37][CH:36]=[CH:35][C:34]=1[NH:39][C:40](=[O:45])[CH2:41][C:42](O)=[O:43].OC1C2N=NNC=2C=CC=1.C(Cl)CCl.C([O-])(O)=O.[Na+]. The catalyst is CN(C=O)C. The product is [CH3:26][N:24]([CH3:25])[CH2:23][CH2:22][N:20]1[C:19](=[O:27])[CH:18]=[CH:17][C:16]([C:14]2[S:15][C:8]3[C:9](=[N:10][CH:11]=[CH:12][C:7]=3[O:6][C:5]3[CH:28]=[CH:29][C:2]([NH:1][C:42](=[O:43])[CH2:41][C:40]([NH:39][C:34]4[CH:35]=[CH:36][CH:37]=[CH:38][C:33]=4[O:32][CH3:31])=[O:45])=[CH:3][C:4]=3[F:30])[CH:13]=2)=[CH:21]1. The yield is 0.530.